This data is from Full USPTO retrosynthesis dataset with 1.9M reactions from patents (1976-2016). The task is: Predict the reactants needed to synthesize the given product. (1) Given the product [Cl:1][C:2]1[NH:10][C:9]2[C:8](=[O:11])[N:7]([CH2:12][CH2:13][CH2:14][CH2:15][C:16]([OH:18])=[O:17])[C:6](=[O:21])[N:5]([CH2:22][CH3:23])[C:4]=2[N:3]=1, predict the reactants needed to synthesize it. The reactants are: [Cl:1][C:2]1[NH:10][C:9]2[C:8](=[O:11])[N:7]([CH2:12][CH2:13][CH2:14][CH2:15][C:16]([O:18]CC)=[O:17])[C:6](=[O:21])[N:5]([CH2:22][CH3:23])[C:4]=2[N:3]=1.O.[OH-].[Li+]. (2) Given the product [C:24]([O:7][C:6](=[O:8])[C:5]1[CH:9]=[CH:10][C:2]([Br:1])=[C:3]([CH3:11])[CH:4]=1)([CH3:27])([CH3:25])[CH3:23], predict the reactants needed to synthesize it. The reactants are: [Br:1][C:2]1[CH:10]=[CH:9][C:5]([C:6]([OH:8])=[O:7])=[CH:4][C:3]=1[CH3:11].CN(C=O)C.C(Cl)(=O)C(Cl)=O.[CH3:23][C:24]([CH3:27])([O-])[CH3:25].[K+]. (3) Given the product [NH:6]1[CH2:7][CH2:8][CH2:9][CH2:10][C@H:5]1[CH2:4][C:3]1[N:29]=[C:24]2[C:23]([O:22][CH2:21][C:20]([F:30])([F:19])[F:31])=[CH:28][CH:27]=[CH:26][N:25]2[CH:2]=1, predict the reactants needed to synthesize it. The reactants are: Br[CH2:2][C:3](=O)[CH2:4][C@@H:5]1[CH2:10][CH2:9][CH2:8][CH2:7][N:6]1C(OC(C)(C)C)=O.[F:19][C:20]([F:31])([F:30])[CH2:21][O:22][C:23]1[C:24]([NH2:29])=[N:25][CH:26]=[CH:27][CH:28]=1. (4) Given the product [CH2:1]([N:8]1[CH2:12][C@@H:11]([O:13][CH2:20][CH2:21][CH2:22][CH2:23][CH2:24][CH2:25][CH2:26][CH2:27][CH2:28][CH2:29]/[CH:30]=[CH:31]\[CH2:32][CH2:33][CH2:34][CH2:35][CH2:36][CH2:37][CH2:38][CH3:39])[C@H:10]([O:14][CH2:39][CH2:38][CH2:37][CH2:36][CH2:35][CH2:34][CH2:33][CH2:32][CH2:31][CH2:30]/[CH:29]=[CH:28]\[CH2:27][CH2:26][CH2:25][CH2:24][CH2:23][CH2:22][CH2:21][CH3:20])[CH2:9]1)[C:2]1[CH:3]=[CH:4][CH:5]=[CH:6][CH:7]=1, predict the reactants needed to synthesize it. The reactants are: [CH2:1]([N:8]1[CH2:12][C@@H:11]([OH:13])[C@H:10]([OH:14])[CH2:9]1)[C:2]1[CH:7]=[CH:6][CH:5]=[CH:4][CH:3]=1.CS(O[CH2:20][CH2:21][CH2:22][CH2:23][CH2:24][CH2:25][CH2:26][CH2:27][CH2:28][CH2:29]/[CH:30]=[CH:31]\[CH2:32][CH2:33][CH2:34][CH2:35][CH2:36][CH2:37][CH2:38][CH3:39])(=O)=O. (5) Given the product [CH2:1]([N:8]1[C:9]2[C:14](=[CH:13][C:12]([O:15][CH3:16])=[CH:11][CH:10]=2)[C:18]([CH3:19])=[CH:17]1)[C:2]1[CH:7]=[CH:6][CH:5]=[CH:4][CH:3]=1, predict the reactants needed to synthesize it. The reactants are: [CH2:1]([N:8]([CH2:17][C:18](=O)[CH3:19])[C:9]1[CH:14]=[CH:13][C:12]([O:15][CH3:16])=[CH:11][CH:10]=1)[C:2]1[CH:7]=[CH:6][CH:5]=[CH:4][CH:3]=1. (6) Given the product [CH3:1][C:2]1[N:3]=[C:4]([N:12]2[CH:16]=[C:15]([CH2:17][CH2:18][C:19]3[CH:20]=[CH:25][CH:24]=[CH:23][CH:22]=3)[N:14]=[N:13]2)[S:5][C:6]=1[C:7]([OH:9])=[O:8], predict the reactants needed to synthesize it. The reactants are: [CH3:1][C:2]1[N:3]=[C:4]([N:12]2[CH:16]=[C:15]([CH2:17][CH2:18][CH2:19][C:20]3[CH:25]=[CH:24][CH:23]=[CH:22]C=3)[N:14]=[N:13]2)[S:5][C:6]=1[C:7]([O:9]CC)=[O:8].CC1N=C(N2C=C(CC(C3C=CC=CC=3)C)N=N2)SC=1C(OCC)=O. (7) Given the product [CH2:15]([N:13]1[C:4](=[O:6])[C:3]2[CH:7]=[CH:8][C:9]([F:11])=[N:10][C:2]=2[O:21][CH2:17][CH2:14]1)[C:23]1[CH:28]=[CH:27][CH:26]=[CH:25][CH:24]=1, predict the reactants needed to synthesize it. The reactants are: F[C:2]1[N:10]=[C:9]([F:11])[CH:8]=[CH:7][C:3]=1[C:4]([OH:6])=O.C[N:13]([CH:15]=O)[CH3:14].[C:17](Cl)(=[O:21])C(Cl)=O.[C:23]1(C)[CH:28]=[CH:27][CH:26]=[CH:25][CH:24]=1. (8) The reactants are: [CH2:1]([N:8]([CH2:13][C:14]([OH:16])=O)[CH2:9][C:10]([OH:12])=O)[C:2]1[CH:7]=[CH:6][CH:5]=[CH:4][CH:3]=1.C(OC(=O)C)(=O)C.[CH:24]1[CH:29]=[CH:28][C:27]([CH2:30][CH2:31][NH2:32])=[CH:26][CH:25]=1.C(OC(C)C)(=O)C.C([O-])(=O)C.[Na+].C(=O)([O-])[O-].[K+].[K+]. Given the product [CH2:1]([N:8]1[CH2:9][C:10](=[O:12])[N:32]([CH2:31][CH2:30][C:27]2[CH:28]=[CH:29][CH:24]=[CH:25][CH:26]=2)[C:14](=[O:16])[CH2:13]1)[C:2]1[CH:3]=[CH:4][CH:5]=[CH:6][CH:7]=1, predict the reactants needed to synthesize it. (9) The reactants are: Cl[CH2:2][CH:3]=O.[NH2:5][C:6]1[C:11]([C:12]([NH2:14])=[O:13])=[C:10]([NH:15][CH2:16][C:17]2[CH:22]=[CH:21][C:20]([Cl:23])=[CH:19][C:18]=2[Cl:24])[N:9]=[C:8]([S:25][CH3:26])[N:7]=1. Given the product [Cl:24][C:18]1[CH:19]=[C:20]([Cl:23])[CH:21]=[CH:22][C:17]=1[CH2:16][NH:15][C:10]1[N:9]=[C:8]([S:25][CH3:26])[N:7]2[CH:2]=[CH:3][N:5]=[C:6]2[C:11]=1[C:12]([NH2:14])=[O:13], predict the reactants needed to synthesize it.